From a dataset of Reaction yield outcomes from USPTO patents with 853,638 reactions. Predict the reaction yield, written as a fraction of the theoretical maximum amount of product (1.0 means a 100% yield; for example, 0.34 means a 34% yield). (1) The reactants are [I:1][C:2]1[N:6]2[N:7]=[C:8]([C:11]3[CH:19]=[CH:18][C:14]([C:15]([OH:17])=O)=[CH:13][CH:12]=3)[CH:9]=[CH:10][C:5]2=[N:4][CH:3]=1.C[N:21]1[CH2:26][CH2:25][O:24][CH2:23][CH2:22]1.CN(C(ON1N=NC2C=CC=NC1=2)=[N+](C)C)C.F[P-](F)(F)(F)(F)F.N1CCOCC1. The catalyst is CN(C=O)C.CCOC(C)=O. The product is [I:1][C:2]1[N:6]2[N:7]=[C:8]([C:11]3[CH:12]=[CH:13][C:14]([C:15]([N:21]4[CH2:26][CH2:25][O:24][CH2:23][CH2:22]4)=[O:17])=[CH:18][CH:19]=3)[CH:9]=[CH:10][C:5]2=[N:4][CH:3]=1. The yield is 0.880. (2) The reactants are C(O)(C(F)(F)F)=O.[CH2:8]([O:15][C:16](=[O:35])[CH2:17][CH:18]1[CH2:27][CH2:26][C:25]2[C:20](=[CH:21][CH:22]=[CH:23][CH:24]=2)[N:19]1C(OC(C)(C)C)=O)[C:9]1[CH:14]=[CH:13][CH:12]=[CH:11][CH:10]=1. The catalyst is C(Cl)Cl. The product is [NH:19]1[C:20]2[C:25](=[CH:24][CH:23]=[CH:22][CH:21]=2)[CH2:26][CH2:27][CH:18]1[CH2:17][C:16]([O:15][CH2:8][C:9]1[CH:10]=[CH:11][CH:12]=[CH:13][CH:14]=1)=[O:35]. The yield is 1.00.